Task: Predict the product of the given reaction.. Dataset: Forward reaction prediction with 1.9M reactions from USPTO patents (1976-2016) (1) Given the reactants [O:1]1[C:5]2[CH:6]=[CH:7][C:8]([S:10]([N:13]([CH2:41][CH:42]([CH3:44])[CH3:43])[CH2:14][C@@H:15]([OH:40])[C@@H:16]([NH:28][C:29](=[O:39])[O:30][C@@H:31]3[C@H:38]4[C@H:34]([O:35][CH2:36][CH2:37]4)[O:33][CH2:32]3)[CH2:17][C:18]3[CH:23]=[CH:22][C:21]([O:24][CH2:25][CH2:26][OH:27])=[CH:20][CH:19]=3)(=[O:12])=[O:11])=[CH:9][C:4]=2[O:3][CH2:2]1.C(N(CC)CC)C.[C:52]1([CH3:62])[CH:57]=[CH:56][C:55]([S:58](Cl)(=[O:60])=[O:59])=[CH:54][CH:53]=1, predict the reaction product. The product is: [CH3:62][C:52]1[CH:57]=[CH:56][C:55]([S:58]([O:27][CH2:26][CH2:25][O:24][C:21]2[CH:22]=[CH:23][C:18]([CH2:17][C@H:16]([NH:28][C:29]([O:30][C@@H:31]3[C@H:38]4[C@H:34]([O:35][CH2:36][CH2:37]4)[O:33][CH2:32]3)=[O:39])[C@H:15]([OH:40])[CH2:14][N:13]([S:10]([C:8]3[CH:7]=[CH:6][C:5]4[O:1][CH2:2][O:3][C:4]=4[CH:9]=3)(=[O:12])=[O:11])[CH2:41][CH:42]([CH3:44])[CH3:43])=[CH:19][CH:20]=2)(=[O:60])=[O:59])=[CH:54][CH:53]=1. (2) Given the reactants [F:1][C:2]1[CH:10]=[C:9]([B:11]2[O:15][C:14]([CH3:17])([CH3:16])[C:13]([CH3:19])([CH3:18])[O:12]2)[CH:8]=[CH:7][C:3]=1[C:4]([OH:6])=O.[CH2:20]([C:23]1[CH:28]=[CH:27][N:26]=[C:25]([NH2:29])[CH:24]=1)[CH2:21][CH3:22], predict the reaction product. The product is: [F:1][C:2]1[CH:10]=[C:9]([B:11]2[O:15][C:14]([CH3:17])([CH3:16])[C:13]([CH3:19])([CH3:18])[O:12]2)[CH:8]=[CH:7][C:3]=1[C:4]([NH:29][C:25]1[CH:24]=[C:23]([CH2:20][CH2:21][CH3:22])[CH:28]=[CH:27][N:26]=1)=[O:6].